Dataset: Merck oncology drug combination screen with 23,052 pairs across 39 cell lines. Task: Regression. Given two drug SMILES strings and cell line genomic features, predict the synergy score measuring deviation from expected non-interaction effect. (1) Drug 1: N#Cc1ccc(Cn2cncc2CN2CCN(c3cccc(Cl)c3)C(=O)C2)cc1. Drug 2: COC1=C2CC(C)CC(OC)C(O)C(C)C=C(C)C(OC(N)=O)C(OC)C=CC=C(C)C(=O)NC(=CC1=O)C2=O. Cell line: A2058. Synergy scores: synergy=25.8. (2) Cell line: SW837. Synergy scores: synergy=14.6. Drug 1: O=C(NOCC(O)CO)c1ccc(F)c(F)c1Nc1ccc(I)cc1F. Drug 2: CNC(=O)c1cc(Oc2ccc(NC(=O)Nc3ccc(Cl)c(C(F)(F)F)c3)cc2)ccn1. (3) Drug 1: O=S1(=O)NC2(CN1CC(F)(F)F)C1CCC2Cc2cc(C=CCN3CCC(C(F)(F)F)CC3)ccc2C1. Drug 2: Cn1nnc2c(C(N)=O)ncn2c1=O. Cell line: NCIH520. Synergy scores: synergy=-1.21. (4) Synergy scores: synergy=1.83. Drug 1: COC12C(COC(N)=O)C3=C(C(=O)C(C)=C(N)C3=O)N1CC1NC12. Cell line: NCIH460. Drug 2: C=CCn1c(=O)c2cnc(Nc3ccc(N4CCN(C)CC4)cc3)nc2n1-c1cccc(C(C)(C)O)n1. (5) Drug 1: C=CCn1c(=O)c2cnc(Nc3ccc(N4CCN(C)CC4)cc3)nc2n1-c1cccc(C(C)(C)O)n1. Drug 2: COC1=C2CC(C)CC(OC)C(O)C(C)C=C(C)C(OC(N)=O)C(OC)C=CC=C(C)C(=O)NC(=CC1=O)C2=O. Cell line: HT29. Synergy scores: synergy=-9.89. (6) Drug 1: CN(Cc1cnc2nc(N)nc(N)c2n1)c1ccc(C(=O)NC(CCC(=O)O)C(=O)O)cc1. Drug 2: CS(=O)(=O)CCNCc1ccc(-c2ccc3ncnc(Nc4ccc(OCc5cccc(F)c5)c(Cl)c4)c3c2)o1. Cell line: UACC62. Synergy scores: synergy=10.2. (7) Drug 2: Cn1c(=O)n(-c2ccc(C(C)(C)C#N)cc2)c2c3cc(-c4cnc5ccccc5c4)ccc3ncc21. Drug 1: CCC1(O)C(=O)OCc2c1cc1n(c2=O)Cc2cc3c(CN(C)C)c(O)ccc3nc2-1. Cell line: NCIH520. Synergy scores: synergy=22.2. (8) Drug 1: NC1(c2ccc(-c3nc4ccn5c(=O)[nH]nc5c4cc3-c3ccccc3)cc2)CCC1. Drug 2: Cc1nc(Nc2ncc(C(=O)Nc3c(C)cccc3Cl)s2)cc(N2CCN(CCO)CC2)n1. Cell line: LOVO. Synergy scores: synergy=59.0. (9) Drug 1: O=P1(N(CCCl)CCCl)NCCCO1. Drug 2: O=C(NOCC(O)CO)c1ccc(F)c(F)c1Nc1ccc(I)cc1F. Cell line: T47D. Synergy scores: synergy=-54.3. (10) Drug 1: O=P1(N(CCCl)CCCl)NCCCO1. Drug 2: Cn1c(=O)n(-c2ccc(C(C)(C)C#N)cc2)c2c3cc(-c4cnc5ccccc5c4)ccc3ncc21. Cell line: MSTO. Synergy scores: synergy=0.195.